From a dataset of Forward reaction prediction with 1.9M reactions from USPTO patents (1976-2016). Predict the product of the given reaction. (1) Given the reactants [CH3:1][Zn]C.[CH2:4]([O:6][C:7](=[O:17])[C:8]1[CH:13]=[C:12]([O:14][CH3:15])[N:11]=[C:10](Cl)[CH:9]=1)[CH3:5], predict the reaction product. The product is: [CH2:4]([O:6][C:7](=[O:17])[C:8]1[CH:9]=[C:10]([CH3:1])[N:11]=[C:12]([O:14][CH3:15])[CH:13]=1)[CH3:5]. (2) Given the reactants OO.C([C@@H]1COC(=O)N1[C:16](=[O:44])[C@H:17]([CH2:21][S:22]([N:25]1[CH2:30][CH2:29][N:28]([C:31]2[N:36]=[CH:35][C:34]([C:37]3[CH:42]=[CH:41][C:40]([F:43])=[CH:39][CH:38]=3)=[CH:33][N:32]=2)[CH2:27][CH2:26]1)(=[O:24])=[O:23])[CH:18]([CH3:20])[CH3:19])C1C=CC=CC=1.O.[OH-].[Li+].S([O-])([O-])=[O:49].[Na+].[Na+], predict the reaction product. The product is: [F:43][C:40]1[CH:39]=[CH:38][C:37]([C:34]2[CH:35]=[N:36][C:31]([N:28]3[CH2:27][CH2:26][N:25]([S:22]([CH2:21][C@H:17]([CH:18]([CH3:19])[CH3:20])[C:16]([OH:49])=[O:44])(=[O:23])=[O:24])[CH2:30][CH2:29]3)=[N:32][CH:33]=2)=[CH:42][CH:41]=1. (3) The product is: [OH:58][C:39]12[C:50]3[C:55](=[CH:54][CH:53]=[CH:52][CH:51]=3)[C:56](=[O:57])[C:38]1([NH:37][C:12](=[O:14])[C:11](=[O:15])[CH2:10][C:5]1[CH:6]=[CH:7][CH:8]=[CH:9][C:4]=1[N+:1]([O-:3])=[O:2])[C:42]1[CH:43]=[CH:44][C:45]([CH:47]([CH3:49])[CH3:48])=[CH:46][C:41]=1[O:40]2. Given the reactants [N+:1]([C:4]1[CH:9]=[CH:8][CH:7]=[CH:6][C:5]=1[CH2:10][C:11](=[O:15])[C:12]([OH:14])=O)([O-:3])=[O:2].CCN=C=NCCCN(C)C.ON1C2C=CC=CC=2N=N1.[NH2:37][C:38]12[C:56](=[O:57])[C:55]3[C:50](=[CH:51][CH:52]=[CH:53][CH:54]=3)[C:39]1([OH:58])[O:40][C:41]1[CH:46]=[C:45]([CH:47]([CH3:49])[CH3:48])[CH:44]=[CH:43][C:42]=12, predict the reaction product. (4) Given the reactants [Br:1]N1C(=O)CCC1=O.[CH3:9][N:10]1[N:14]=[C:13]([CH3:15])[C:12]([CH3:16])=[N+:11]1[O-:17], predict the reaction product. The product is: [Br:1][CH2:16][C:12]1[C:13]([CH3:15])=[N:14][N:10]([CH3:9])[N+:11]=1[O-:17].